This data is from Catalyst prediction with 721,799 reactions and 888 catalyst types from USPTO. The task is: Predict which catalyst facilitates the given reaction. (1) Reactant: Cl[CH2:2][C:3]([NH:5][C:6]1[CH:11]=[C:10]([C:12]2[N:13]([CH2:25][CH3:26])[C:14]3[C:19]([C:20]=2[C:21]#[N:22])=[CH:18][CH:17]=[C:16]([O:23][CH3:24])[CH:15]=3)[CH:9]=[CH:8][C:7]=1[OH:27])=[O:4].C([O-])([O-])=O.[K+].[K+]. Product: [CH2:25]([N:13]1[C:14]2[C:19](=[CH:18][CH:17]=[C:16]([O:23][CH3:24])[CH:15]=2)[C:20]([C:21]#[N:22])=[C:12]1[C:10]1[CH:9]=[CH:8][C:7]2[O:27][CH2:2][C:3](=[O:4])[NH:5][C:6]=2[CH:11]=1)[CH3:26]. The catalyst class is: 3. (2) Reactant: C[O:2][C:3](=[O:29])[C:4]1[CH:9]=[CH:8][C:7]([N:10]2[C:15]([CH3:16])=[CH:14][C:13]([O:17][C:18]([F:26])([F:25])[C:19]3[CH:24]=[CH:23][CH:22]=[CH:21][CH:20]=3)=[C:12]([Br:27])[C:11]2=[O:28])=[CH:6][CH:5]=1.C[Si](C)(C)[O-].[K+]. Product: [Br:27][C:12]1[C:11](=[O:28])[N:10]([C:7]2[CH:6]=[CH:5][C:4]([C:3]([OH:29])=[O:2])=[CH:9][CH:8]=2)[C:15]([CH3:16])=[CH:14][C:13]=1[O:17][C:18]([F:26])([F:25])[C:19]1[CH:20]=[CH:21][CH:22]=[CH:23][CH:24]=1. The catalyst class is: 7. (3) The catalyst class is: 683. Reactant: C(=O)=O.CC(C)=O.Br[C:9]1[CH:10]=[C:11]2[C:15](=[CH:16][CH:17]=1)[N:14]([C:18]1[CH:23]=[CH:22][C:21]([F:24])=[CH:20][CH:19]=1)[N:13]=[CH:12]2.C([Li])CCC.[F:30][C:31]([F:44])([F:43])[C:32]([C:34]1[C:42]2[C:37](=[N:38][CH:39]=[CH:40][CH:41]=2)[NH:36][CH:35]=1)=[O:33]. Product: [F:44][C:31]([F:30])([F:43])[C:32]([C:9]1[CH:10]=[C:11]2[C:15](=[CH:16][CH:17]=1)[N:14]([C:18]1[CH:23]=[CH:22][C:21]([F:24])=[CH:20][CH:19]=1)[N:13]=[CH:12]2)([C:34]1[C:42]2[C:37](=[N:38][CH:39]=[CH:40][CH:41]=2)[NH:36][CH:35]=1)[OH:33]. (4) Reactant: Br[CH2:2][C:3]1[CH:8]=[CH:7][C:6]([Cl:9])=[C:5]([Cl:10])[CH:4]=1.[N-:11]=[N+:12]=[N-:13].[Na+].[C:15]([O:19][CH2:20][CH3:21])(=[O:18])[C:16]#[CH:17]. Product: [Cl:10][C:5]1[CH:4]=[C:3]([CH2:2][N:11]2[CH:17]=[C:16]([C:15]([O:19][CH2:20][CH3:21])=[O:18])[N:13]=[N:12]2)[CH:8]=[CH:7][C:6]=1[Cl:9]. The catalyst class is: 3. (5) Reactant: C([O:3][C:4](=[O:16])[CH2:5][CH:6]1[CH2:11][CH2:10][N:9]([CH:12]2[CH2:15][CH2:14][CH2:13]2)[CH2:8][CH2:7]1)C.O1CCCC1.O.[OH-].[Li+].Cl. Product: [CH:12]1([N:9]2[CH2:8][CH2:7][CH:6]([CH2:5][C:4]([OH:16])=[O:3])[CH2:11][CH2:10]2)[CH2:13][CH2:14][CH2:15]1. The catalyst class is: 6. (6) Reactant: [O:1]=[C:2]1[C:11]([CH:12]2[CH2:17][CH2:16][N:15]([C:18]([O:20][CH:21]([C:36]3[NH:37][CH:38]=[CH:39][N:40]=3)[CH2:22][C:23]3[CH:31]=[C:30]([CH3:32])[C:29]4[C:25](=[CH:26][N:27]([CH2:33][O:34][CH3:35])[N:28]=4)[CH:24]=3)=[O:19])[CH2:14][CH2:13]2)=[CH:10][C:9]2[C:4](=[CH:5][CH:6]=[CH:7][CH:8]=2)[NH:3]1.[F:41][C:42]1[CH:43]=[C:44]([CH:47]=[C:48]([F:50])[CH:49]=1)[CH2:45]Br.C(=O)([O-])[O-].[K+].[K+]. Product: [O:1]=[C:2]1[C:11]([CH:12]2[CH2:17][CH2:16][N:15]([C:18]([O:20][C@@H:21]([C:36]3[N:37]([CH2:45][C:44]4[CH:43]=[C:42]([F:41])[CH:49]=[C:48]([F:50])[CH:47]=4)[CH:38]=[CH:39][N:40]=3)[CH2:22][C:23]3[CH:31]=[C:30]([CH3:32])[C:29]4[C:25](=[CH:26][N:27]([CH2:33][O:34][CH3:35])[N:28]=4)[CH:24]=3)=[O:19])[CH2:14][CH2:13]2)=[CH:10][C:9]2[C:4](=[CH:5][CH:6]=[CH:7][CH:8]=2)[NH:3]1. The catalyst class is: 9.